Dataset: Full USPTO retrosynthesis dataset with 1.9M reactions from patents (1976-2016). Task: Predict the reactants needed to synthesize the given product. (1) Given the product [CH2:1]([NH:3][C:4](=[O:24])[NH:5][C:6]1[S:7][C:8]([C:12]2[CH:13]=[CH:14][C:15]([O:22][CH3:23])=[C:16]([S:18]([NH:34][CH2:33][CH2:31][OH:32])(=[O:20])=[O:19])[CH:17]=2)=[C:9]([CH3:11])[N:10]=1)[CH3:2], predict the reactants needed to synthesize it. The reactants are: [CH2:1]([NH:3][C:4](=[O:24])[NH:5][C:6]1[S:7][C:8]([C:12]2[CH:13]=[CH:14][C:15]([O:22][CH3:23])=[C:16]([S:18](Cl)(=[O:20])=[O:19])[CH:17]=2)=[C:9]([CH3:11])[N:10]=1)[CH3:2].C([O-])([O-])=O.[Na+].[Na+].[CH2:31]([CH2:33][NH2:34])[OH:32].O. (2) Given the product [O:2]1[CH2:7][CH2:6][CH:5]([NH:8][C:10](=[O:11])[O:12][C:13]2[CH:14]=[CH:15][C:16]([N+:19]([O-:21])=[O:20])=[CH:17][CH:18]=2)[CH2:4][CH2:3]1, predict the reactants needed to synthesize it. The reactants are: Cl.[O:2]1[CH2:7][CH2:6][CH:5]([NH2:8])[CH2:4][CH2:3]1.Cl[C:10]([O:12][C:13]1[CH:18]=[CH:17][C:16]([N+:19]([O-:21])=[O:20])=[CH:15][CH:14]=1)=[O:11].C(N(C(C)C)CC)(C)C.C(=O)([O-])O.[Na+]. (3) Given the product [CH:32]1([CH2:31][O:30][C:22]2[CH:23]=[CH:24][C:25]([CH:27]([F:29])[F:28])=[CH:26][C:21]=2[C:20]2[C:15]3[NH:14][C:13]([CH3:35])=[C:12]([C:10]([NH:9][C@H:6]4[CH2:7][CH2:8][C@H:3]([NH:2][C:37](=[O:40])[CH2:38][CH3:39])[C@H:4]([F:36])[CH2:5]4)=[O:11])[C:16]=3[N:17]=[CH:18][N:19]=2)[CH2:33][CH2:34]1, predict the reactants needed to synthesize it. The reactants are: Cl.[NH2:2][C@H:3]1[CH2:8][CH2:7][C@H:6]([NH:9][C:10]([C:12]2[C:16]3[N:17]=[CH:18][N:19]=[C:20]([C:21]4[CH:26]=[C:25]([CH:27]([F:29])[F:28])[CH:24]=[CH:23][C:22]=4[O:30][CH2:31][CH:32]4[CH2:34][CH2:33]4)[C:15]=3[NH:14][C:13]=2[CH3:35])=[O:11])[CH2:5][C@H:4]1[F:36].[C:37](Cl)(=[O:40])[CH2:38][CH3:39]. (4) Given the product [F:38][C:15]1[C:14]([NH:13][C:5]([NH:48][C:49]2[CH:54]=[CH:53][N:52]=[C:51]([CH3:55])[CH:50]=2)=[O:11])=[CH:37][CH:36]=[CH:35][C:16]=1[CH2:17][N:18]1[CH2:23][CH2:22][N:21]([C:24]([O:26][CH2:27][C:28]2[CH:33]=[CH:32][CH:31]=[CH:30][CH:29]=2)=[O:25])[C@H:20]([CH3:34])[CH2:19]1, predict the reactants needed to synthesize it. The reactants are: ClC(Cl)(O[C:5](=[O:11])OC(Cl)(Cl)Cl)Cl.[NH2:13][C:14]1[C:15]([F:38])=[C:16]([CH:35]=[CH:36][CH:37]=1)[CH2:17][N:18]1[CH2:23][CH2:22][N:21]([C:24]([O:26][CH2:27][C:28]2[CH:33]=[CH:32][CH:31]=[CH:30][CH:29]=2)=[O:25])[C@H:20]([CH3:34])[CH2:19]1.CCN(C(C)C)C(C)C.[NH2:48][C:49]1[CH:54]=[CH:53][N:52]=[C:51]([CH3:55])[CH:50]=1. (5) Given the product [NH2:7][C:6]1[N:18]([CH2:19][CH:20]([OH:22])[CH3:21])[CH:8]=[N:1][C:2]=1[C:3]([NH2:5])=[O:4], predict the reactants needed to synthesize it. The reactants are: [NH2:1][CH:2]([C:6]#[N:7])[C:3]([NH2:5])=[O:4].[CH:8](OCC)(OCC)OCC.[NH2:18][CH2:19][CH:20]([OH:22])[CH3:21]. (6) The reactants are: [Br:1][C:2]1[CH:3]=[C:4]([OH:8])[CH:5]=[CH:6][CH:7]=1.Br[CH2:10][C@@H:11]([CH3:14])[CH2:12][Cl:13]. Given the product [Cl:13][CH2:12][C@H:11]([CH3:14])[CH2:10][O:8][C:4]1[CH:5]=[CH:6][CH:7]=[C:2]([Br:1])[CH:3]=1, predict the reactants needed to synthesize it. (7) Given the product [Cl:33][C:30]1[CH:31]=[C:32]2[NH:24][C:25](=[O:42])[C:26]3([CH:34]([C:35]4[CH:40]=[CH:39][CH:38]=[C:37]([Cl:41])[CH:36]=4)[CH2:12][C:10](=[O:11])[NH:9][CH:8]3[C:4]3[CH:5]=[CH:6][CH:7]=[C:2]([I:1])[CH:3]=3)[C:27]2=[CH:28][CH:29]=1, predict the reactants needed to synthesize it. The reactants are: [I:1][C:2]1[CH:3]=[C:4]([CH:8]=[N:9][C:10]([O:12][Si](C)(C)C)=[CH2:11])[CH:5]=[CH:6][CH:7]=1.C(OC([N:24]1[C:32]2[C:27](=[CH:28][CH:29]=[C:30]([Cl:33])[CH:31]=2)/[C:26](=[CH:34]/[C:35]2[CH:40]=[CH:39][CH:38]=[C:37]([Cl:41])[CH:36]=2)/[C:25]1=[O:42])=O)(C)(C)C.